This data is from Full USPTO retrosynthesis dataset with 1.9M reactions from patents (1976-2016). The task is: Predict the reactants needed to synthesize the given product. Given the product [CH3:14][N:15]([CH3:17])[CH:16]=[N:8][C:6](=[O:7])[C:5]1[CH:9]=[CH:10][CH:11]=[C:3]([S:2][CH3:1])[CH:4]=1, predict the reactants needed to synthesize it. The reactants are: [CH3:1][S:2][C:3]1[CH:4]=[C:5]([CH:9]=[CH:10][CH:11]=1)[C:6]([NH2:8])=[O:7].CO[CH:14](OC)[N:15]([CH3:17])[CH3:16].